Dataset: Catalyst prediction with 721,799 reactions and 888 catalyst types from USPTO. Task: Predict which catalyst facilitates the given reaction. Reactant: C1(C(C2C=CC=CC=2)[N:8]2[CH2:11][CH:10]([CH2:12][C:13]3[N:18]=[C:17]([CH2:19][NH:20][C:21](=[O:27])[O:22][C:23]([CH3:26])([CH3:25])[CH3:24])[CH:16]=[CH:15][CH:14]=3)[CH2:9]2)C=CC=CC=1. Product: [NH:8]1[CH2:11][CH:10]([CH2:12][C:13]2[N:18]=[C:17]([CH2:19][NH:20][C:21](=[O:27])[O:22][C:23]([CH3:25])([CH3:24])[CH3:26])[CH:16]=[CH:15][CH:14]=2)[CH2:9]1. The catalyst class is: 261.